From a dataset of Reaction yield outcomes from USPTO patents with 853,638 reactions. Predict the reaction yield, written as a fraction of the theoretical maximum amount of product (1.0 means a 100% yield; for example, 0.34 means a 34% yield). (1) The reactants are [CH3:1][O:2][C:3]1[CH:8]=[CH:7][CH:6]=[CH:5][C:4]=1[C:9]1[C:17]2[C:12](=[N:13][CH:14]=[C:15]([C:18]3[CH:19]=[C:20]([CH:24]=[CH:25][CH:26]=3)[C:21]([OH:23])=O)[CH:16]=2)[NH:11][CH:10]=1.CN(C(ON1N=NC2C=CC=NC1=2)=[N+](C)C)C.F[P-](F)(F)(F)(F)F.[CH3:51][N:52]([CH3:57])[CH2:53][CH2:54][NH:55][CH3:56]. The catalyst is CN(C=O)C.CS(C)=O. The product is [CH3:51][N:52]([CH3:57])[CH2:53][CH2:54][N:55]([CH3:56])[C:21](=[O:23])[C:20]1[CH:24]=[CH:25][CH:26]=[C:18]([C:15]2[CH:16]=[C:17]3[C:9]([C:4]4[CH:5]=[CH:6][CH:7]=[CH:8][C:3]=4[O:2][CH3:1])=[CH:10][NH:11][C:12]3=[N:13][CH:14]=2)[CH:19]=1. The yield is 0.540. (2) The reactants are [Br:1][C:2]1[N:7]=[C:6]([CH2:8]O)[CH:5]=[CH:4][CH:3]=1.[C:10]1(=[O:20])[NH:14][C:13](=[O:15])[C:12]2=[CH:16][CH:17]=[CH:18][CH:19]=[C:11]12.C1(P(C2C=CC=CC=2)C2C=CC=CC=2)C=CC=CC=1.C1CCN(C(N=NC(N2CCCCC2)=O)=O)CC1. The catalyst is C1COCC1. The product is [Br:1][C:2]1[N:7]=[C:6]([CH2:8][N:14]2[C:10](=[O:20])[C:11]3[C:12](=[CH:16][CH:17]=[CH:18][CH:19]=3)[C:13]2=[O:15])[CH:5]=[CH:4][CH:3]=1. The yield is 0.800. (3) The reactants are C([N:10]1[CH:15]=[CH:14][CH:13]=[CH:12][C:11]1=[O:16])([N:10]1[CH:15]=[CH:14][CH:13]=[CH:12][C:11]1=[O:16])=S.[Br:17][C:18]1[CH:24]=[CH:23][C:21]([NH2:22])=[CH:20][CH:19]=1.NC1[CH:27]=[C:28]([CH3:34])[CH:29]=C(C)C=1O.C1(N=C=NC2CCCCC2)CCCCC1. The catalyst is ClCCl.C1(C)C=CC=CC=1. The product is [Br:17][C:18]1[CH:24]=[CH:23][C:21]([NH:22][C:11]2[O:16][C:27]3[C:28]([CH3:34])=[CH:29][C:13]([CH3:12])=[CH:14][C:15]=3[N:10]=2)=[CH:20][CH:19]=1. The yield is 0.660. (4) The reactants are [Cl:1][C:2]1[CH:7]=[CH:6][C:5]([C@H:8]([NH:11][S@@:12]([C:14]([CH3:17])([CH3:16])[CH3:15])=[O:13])[CH2:9][CH3:10])=[C:4]([F:18])[C:3]=1[OH:19].[CH2:20]([O:27][C:28]1[CH:33]=[C:32](F)[CH:31]=[CH:30][C:29]=1[N+:35]([O-:37])=[O:36])[C:21]1[CH:26]=[CH:25][CH:24]=[CH:23][CH:22]=1.C([O-])([O-])=O.[Cs+].[Cs+].CS(C)=O. The catalyst is O. The product is [CH2:20]([O:27][C:28]1[CH:33]=[C:32]([CH:31]=[CH:30][C:29]=1[N+:35]([O-:37])=[O:36])[O:19][C:3]1[C:4]([F:18])=[C:5]([C@H:8]([NH:11][S@@:12]([C:14]([CH3:15])([CH3:17])[CH3:16])=[O:13])[CH2:9][CH3:10])[CH:6]=[CH:7][C:2]=1[Cl:1])[C:21]1[CH:22]=[CH:23][CH:24]=[CH:25][CH:26]=1. The yield is 0.710. (5) The reactants are [C:1]([NH:4][C:5]1[CH:10]=[C:9]([C:11]2[S:15][C:14]([C:16]([O:18]CC)=[O:17])=[C:13]([CH2:21][C:22]3[CH:27]=[CH:26][C:25]([Cl:28])=[CH:24][CH:23]=3)[C:12]=2[C:29]#[N:30])[CH:8]=[CH:7][N:6]=1)(=[O:3])[CH3:2].[OH-].[Li+].Cl. The catalyst is O1CCCC1.O. The product is [C:1]([NH:4][C:5]1[CH:10]=[C:9]([C:11]2[S:15][C:14]([C:16]([OH:18])=[O:17])=[C:13]([CH2:21][C:22]3[CH:23]=[CH:24][C:25]([Cl:28])=[CH:26][CH:27]=3)[C:12]=2[C:29]#[N:30])[CH:8]=[CH:7][N:6]=1)(=[O:3])[CH3:2]. The yield is 0.780. (6) The reactants are [Cl:1][C:2]1[CH:7]=[CH:6][C:5]([N:8]2[CH:12]=[C:11]([C:13]([OH:15])=[O:14])[N:10]=[C:9]2[C:16]2[CH:21]=[CH:20][C:19]([Cl:22])=[CH:18][C:17]=2[Cl:23])=[CH:4][CH:3]=1.[C:24](OC(O[C:24]([CH3:27])([CH3:26])[CH3:25])N(C)C)([CH3:27])([CH3:26])[CH3:25]. The catalyst is C1(C)C=CC=CC=1. The product is [Cl:1][C:2]1[CH:3]=[CH:4][C:5]([N:8]2[CH:12]=[C:11]([C:13]([O:15][C:24]([CH3:27])([CH3:26])[CH3:25])=[O:14])[N:10]=[C:9]2[C:16]2[CH:21]=[CH:20][C:19]([Cl:22])=[CH:18][C:17]=2[Cl:23])=[CH:6][CH:7]=1. The yield is 0.490. (7) The reactants are [Cl:1][C:2]1[CH:10]=[C:9]2[C:5]([CH:6]=[CH:7][NH:8]2)=[CH:4][CH:3]=1.[F:11][C:12]([F:23])([F:22])[C:13](O[C:13](=[O:14])[C:12]([F:23])([F:22])[F:11])=[O:14].O. The catalyst is O1CCCC1. The product is [Cl:1][C:2]1[CH:10]=[C:9]2[C:5]([C:6]([C:13](=[O:14])[C:12]([F:23])([F:22])[F:11])=[CH:7][NH:8]2)=[CH:4][CH:3]=1. The yield is 0.930. (8) The reactants are Br[C:2]1[C:3](=[O:10])[N:4]([CH3:9])[N:5]=[C:6]([Cl:8])[CH:7]=1.[NH2:11][C:12]1[N:17]=[CH:16][C:15]([N:18]2[CH2:23][CH2:22][C:21]([CH3:25])([OH:24])[CH2:20][CH2:19]2)=[CH:14][CH:13]=1.CC1(C)C2C(=C(P(C3C=CC=CC=3)C3C=CC=CC=3)C=CC=2)OC2C(P(C3C=CC=CC=3)C3C=CC=CC=3)=CC=CC1=2.C(=O)([O-])[O-].[Cs+].[Cs+]. The catalyst is O1CCOCC1.C1C=CC(/C=C/C(/C=C/C2C=CC=CC=2)=O)=CC=1.C1C=CC(/C=C/C(/C=C/C2C=CC=CC=2)=O)=CC=1.C1C=CC(/C=C/C(/C=C/C2C=CC=CC=2)=O)=CC=1.[Pd].[Pd]. The product is [Cl:8][C:6]1[CH:7]=[C:2]([NH:11][C:12]2[CH:13]=[CH:14][C:15]([N:18]3[CH2:23][CH2:22][C:21]([OH:24])([CH3:25])[CH2:20][CH2:19]3)=[CH:16][N:17]=2)[C:3](=[O:10])[N:4]([CH3:9])[N:5]=1. The yield is 0.629. (9) The reactants are [C:1]([O:5][C:6]([N:8]1[CH2:12][C@H:11]([N:13]([CH3:15])[CH3:14])[CH2:10][C@H:9]1[CH2:16][OH:17])=[O:7])([CH3:4])([CH3:3])[CH3:2].O[C:19]1[CH:28]=[CH:27][C:22]([C:23]([O:25][CH3:26])=[O:24])=[CH:21][CH:20]=1.C1C=CC(P(C2C=CC=CC=2)C2C=CC=CC=2)=CC=1.CC(OC(/N=N/C(OC(C)C)=O)=O)C. The catalyst is C1COCC1. The product is [C:1]([O:5][C:6]([N:8]1[CH2:12][C@H:11]([N:13]([CH3:14])[CH3:15])[CH2:10][C@H:9]1[CH2:16][O:17][C:19]1[CH:28]=[CH:27][C:22]([C:23]([O:25][CH3:26])=[O:24])=[CH:21][CH:20]=1)=[O:7])([CH3:4])([CH3:3])[CH3:2]. The yield is 0.680.